The task is: Predict the reaction yield, written as a fraction of the theoretical maximum amount of product (1.0 means a 100% yield; for example, 0.34 means a 34% yield).. This data is from Reaction yield outcomes from USPTO patents with 853,638 reactions. (1) The reactants are C[O:2][C:3](=[O:27])[C@@H:4]([N:12]1[CH2:16][C:15]2=[CH:17][C:18]3[C:19]([Cl:25])=[CH:20][CH:21]=[CH:22][C:23]=3[O:24][CH:14]2[C:13]1=[O:26])[CH2:5][CH:6]1[CH2:11][CH2:10][CH2:9][CH2:8][CH2:7]1.O.[OH-].[Li+]. The catalyst is O1CCCC1.O. The product is [Cl:25][C:19]1[C:18]2[CH2:17][C:15]3[CH2:16][N:12]([C@@H:4]([CH2:5][CH:6]4[CH2:11][CH2:10][CH2:9][CH2:8][CH2:7]4)[C:3]([OH:27])=[O:2])[C:13](=[O:26])[C:14]=3[O:24][C:23]=2[CH:22]=[CH:21][CH:20]=1. The yield is 0.833. (2) The reactants are O[Li].[OH2:3].C(OC(=O)[CH2:8][CH:9]1[N:14]2[CH:15]=[C:16]([N+:18]([O-:20])=[O:19])[CH:17]=[C:13]2[C:12](=[O:21])[NH:11][CH2:10]1)C.O1CCCC1.[OH2:28]. No catalyst specified. The product is [N+:18]([C:16]1[CH:17]=[C:13]2[C:12](=[O:21])[NH:11][CH2:10][CH:9]([C:8]([OH:28])=[O:3])[N:14]2[CH:15]=1)([O-:20])=[O:19]. The yield is 0.750. (3) The reactants are [Br-].[CH2:2]([O:4][C:5](=[O:10])[CH2:6][CH2:7][CH2:8][Zn+])[CH3:3].Cl[C:12]1[N:17]=[C:16]([Cl:18])[CH:15]=[C:14]([N:19]2[CH2:24][CH2:23][O:22][CH2:21][CH2:20]2)[N:13]=1. The catalyst is C1COCC1.[CH2-]C1C=CC=CC=1.C1C=CC(P(C2C=CC=CC=2)C2C=CC=CC=2)=CC=1.C1C=CC(P(C2C=CC=CC=2)C2C=CC=CC=2)=CC=1.Cl[Pd+]. The product is [Cl:18][C:16]1[CH:15]=[C:14]([N:19]2[CH2:24][CH2:23][O:22][CH2:21][CH2:20]2)[N:13]=[C:12]([CH2:8][CH2:7][CH2:6][C:5]([O:4][CH2:2][CH3:3])=[O:10])[N:17]=1. The yield is 0.330.